Dataset: Full USPTO retrosynthesis dataset with 1.9M reactions from patents (1976-2016). Task: Predict the reactants needed to synthesize the given product. (1) Given the product [C:1]([C:3]1[C:4]([O:40][CH:41]([CH3:43])[CH3:42])=[CH:5][C:6]([NH:9][C:10]([N:12]2[C:21]3[C:16](=[CH:17][C:18]([CH:27]4[CH2:32][CH2:31][NH:30][CH2:29][CH2:28]4)=[C:19]([CH:22]=[O:23])[N:20]=3)[CH2:15][CH2:14][CH2:13]2)=[O:11])=[N:7][CH:8]=1)#[N:2], predict the reactants needed to synthesize it. The reactants are: [C:1]([C:3]1[C:4]([O:40][CH:41]([CH3:43])[CH3:42])=[CH:5][C:6]([NH:9][C:10]([N:12]2[C:21]3[N:20]=[C:19]([CH:22](OC)[O:23]C)[C:18]([CH:27]4[CH2:32][CH2:31][N:30](C(OC(C)(C)C)=O)[CH2:29][CH2:28]4)=[CH:17][C:16]=3[CH2:15][CH2:14][CH2:13]2)=[O:11])=[N:7][CH:8]=1)#[N:2].Cl. (2) The reactants are: [CH2:1]1[C:7]2=[CH:8][C:9]3[CH:10]=[CH:11][CH:12]=[CH:13][C:14]=3[N:6]2[CH2:5][CH2:4][NH:3][CH2:2]1.[C:15](O[C:15]([O:17][C:18]([CH3:21])([CH3:20])[CH3:19])=[O:16])([O:17][C:18]([CH3:21])([CH3:20])[CH3:19])=[O:16].C(=O)=O. Given the product [CH2:1]1[C:7]2=[CH:8][C:9]3[CH:10]=[CH:11][CH:12]=[CH:13][C:14]=3[N:6]2[CH2:5][CH2:4][N:3]([C:15]([O:17][C:18]([CH3:21])([CH3:20])[CH3:19])=[O:16])[CH2:2]1, predict the reactants needed to synthesize it. (3) Given the product [C:17]1([CH2:16][N:4]2[CH:5]=[CH:6][CH:7]=[C:8]([C:9]([O:11][CH3:12])=[O:10])[C:3]2=[O:2])[C:26]2[C:21](=[CH:22][CH:23]=[CH:24][CH:25]=2)[CH:20]=[CH:19][CH:18]=1, predict the reactants needed to synthesize it. The reactants are: Cl.[O:2]=[C:3]1[C:8]([C:9]([O:11][CH3:12])=[O:10])=[CH:7][CH:6]=[CH:5][NH:4]1.[H-].[Na+].Cl[CH2:16][C:17]1[C:26]2[C:21](=[CH:22][CH:23]=[CH:24][CH:25]=2)[CH:20]=[CH:19][CH:18]=1. (4) Given the product [CH2:3]([C:7]1[CH:8]=[CH:9][C:10]([NH:13][C:14](=[O:36])[N:15]([C:17]2[CH:18]=[C:19]([C:23]3[CH:24]=[CH:25][C:26]([CH2:29][CH2:30][C:31]([OH:33])=[O:32])=[CH:27][CH:28]=3)[CH:20]=[CH:21][CH:22]=2)[CH3:16])=[CH:11][CH:12]=1)[CH2:4][CH2:5][CH3:6], predict the reactants needed to synthesize it. The reactants are: [OH-].[Na+].[CH2:3]([C:7]1[CH:12]=[CH:11][C:10]([NH:13][C:14](=[O:36])[N:15]([C:17]2[CH:18]=[C:19]([C:23]3[CH:28]=[CH:27][C:26]([CH2:29][CH2:30][C:31]([O:33]CC)=[O:32])=[CH:25][CH:24]=3)[CH:20]=[CH:21][CH:22]=2)[CH3:16])=[CH:9][CH:8]=1)[CH2:4][CH2:5][CH3:6]. (5) The reactants are: [Cl:1][C:2]1[CH:3]=[C:4]([C@@H:8]([OH:38])[CH2:9][N:10]([C@H:18]2[CH2:27][CH2:26][C:25]3[C:20](=[CH:21][C:22]([O:28][C:29]4[CH:34]=[CH:33][C:32](F)=[C:31]([CH:36]=[O:37])[CH:30]=4)=[CH:23][CH:24]=3)[CH2:19]2)[C:11](=[O:17])[O:12][C:13]([CH3:16])([CH3:15])[CH3:14])[CH:5]=[CH:6][CH:7]=1.[C:39]1([OH:45])[CH:44]=[CH:43][CH:42]=[CH:41][CH:40]=1.C(=O)([O-])[O-].[K+].[K+]. Given the product [Cl:1][C:2]1[CH:3]=[C:4]([C@@H:8]([OH:38])[CH2:9][N:10]([C@H:18]2[CH2:27][CH2:26][C:25]3[C:20](=[CH:21][C:22]([O:28][C:29]4[CH:34]=[CH:33][C:32]([O:45][C:39]5[CH:44]=[CH:43][CH:42]=[CH:41][CH:40]=5)=[C:31]([CH:36]=[O:37])[CH:30]=4)=[CH:23][CH:24]=3)[CH2:19]2)[C:11](=[O:17])[O:12][C:13]([CH3:16])([CH3:15])[CH3:14])[CH:5]=[CH:6][CH:7]=1, predict the reactants needed to synthesize it. (6) Given the product [CH3:11][O:10][C:5]1[C:6]([O:8][CH3:9])=[CH:7][C:2]([C:29]#[N:30])=[C:3]([CH2:12][C:13](=[O:14])[N:15]2[CH:20]=[CH:19][C:18](=[O:21])[CH2:17][CH:16]2[C:22]2[CH:27]=[CH:26][CH:25]=[CH:24][CH:23]=2)[CH:4]=1, predict the reactants needed to synthesize it. The reactants are: I[C:2]1[CH:7]=[C:6]([O:8][CH3:9])[C:5]([O:10][CH3:11])=[CH:4][C:3]=1[CH2:12][C:13]([N:15]1[CH:20]=[CH:19][C:18](=[O:21])[CH2:17][CH:16]1[C:22]1[CH:27]=[CH:26][CH:25]=[CH:24][CH:23]=1)=[O:14].O.[CH3:29][N:30](C=O)C. (7) Given the product [CH3:21][N:22]([C:32]1[CH:33]=[CH:34][C:35]([NH:38][C:39]([NH:41][C:42]2[CH:47]=[CH:46][CH:45]=[CH:44][CH:43]=2)=[O:40])=[CH:36][CH:37]=1)[S:23]([C:26]1[S:27][C:28]([C:3]2[C:2]([CH3:1])=[CH:7][CH:6]=[CH:5][N:4]=2)=[CH:29][CH:30]=1)(=[O:25])=[O:24], predict the reactants needed to synthesize it. The reactants are: [CH3:1][C:2]1[C:3]([Sn](CCCC)(CCCC)CCCC)=[N:4][CH:5]=[CH:6][CH:7]=1.[CH3:21][N:22]([C:32]1[CH:37]=[CH:36][C:35]([NH:38][C:39]([NH:41][C:42]2[CH:47]=[CH:46][CH:45]=[CH:44][CH:43]=2)=[O:40])=[CH:34][CH:33]=1)[S:23]([C:26]1[S:27][C:28](Br)=[CH:29][CH:30]=1)(=[O:25])=[O:24].